From a dataset of Forward reaction prediction with 1.9M reactions from USPTO patents (1976-2016). Predict the product of the given reaction. (1) Given the reactants [C:1]([O:5][C:6](=[O:27])[N:7]([C:20]([O:22][C:23]([CH3:26])([CH3:25])[CH3:24])=[O:21])[NH:8][C:9]1[S:10][CH:11]=[C:12]([C:14]2[CH:19]=[CH:18][CH:17]=[CH:16][CH:15]=2)[N:13]=1)([CH3:4])([CH3:3])[CH3:2].[CH3:28][O:29][C:30]1[CH:31]=[C:32]([CH:36]=[CH:37][C:38]=1[O:39][CH3:40])[C:33](Cl)=[O:34].[Li+].CC([N-]C(C)C)C.C(OC(N(C(OC(C)(C)C)=O)NC1SC(C(OCC)=O)=C(C2C=CC=CC=2)N=1)=O)(C)(C)C, predict the reaction product. The product is: [C:23]([O:22][C:20](=[O:21])[N:7]([C:6]([O:5][C:1]([CH3:4])([CH3:3])[CH3:2])=[O:27])[NH:8][C:9]1[S:10][C:11]([C:33](=[O:34])[C:32]2[CH:36]=[CH:37][C:38]([O:39][CH3:40])=[C:30]([O:29][CH3:28])[CH:31]=2)=[C:12]([C:14]2[CH:19]=[CH:18][CH:17]=[CH:16][CH:15]=2)[N:13]=1)([CH3:26])([CH3:25])[CH3:24]. (2) Given the reactants [NH2:1][N:2]1[CH2:7][CH2:6][C:5]([CH2:9][CH2:10][C:11]2[C:20]3[C:15](=[CH:16][CH:17]=[C:18]([O:21][CH3:22])[N:19]=3)[N:14]=[CH:13][CH:12]=2)([OH:8])[CH2:4][CH2:3]1.[O:23]=[C:24]1[CH2:29][S:28][C:27]2[CH:30]=[CH:31][C:32]([C:34](O)=[O:35])=[N:33][C:26]=2[NH:25]1.C(Cl)CCl.C1C=CC2N(O)N=NC=2C=1, predict the reaction product. The product is: [OH:8][C:5]1([CH2:9][CH2:10][C:11]2[C:20]3[C:15](=[CH:16][CH:17]=[C:18]([O:21][CH3:22])[N:19]=3)[N:14]=[CH:13][CH:12]=2)[CH2:6][CH2:7][N:2]([NH:1][C:34]([C:32]2[CH:31]=[CH:30][C:27]3[S:28][CH2:29][C:24](=[O:23])[NH:25][C:26]=3[N:33]=2)=[O:35])[CH2:3][CH2:4]1.